From a dataset of Reaction yield outcomes from USPTO patents with 853,638 reactions. Predict the reaction yield, written as a fraction of the theoretical maximum amount of product (1.0 means a 100% yield; for example, 0.34 means a 34% yield). (1) The reactants are [CH3:1][O:2][C:3]1[C:4](C(O)=O)=[CH:5][C:6]2[C:11]([CH:12]=1)=[CH:10][CH:9]=[CH:8][CH:7]=2.CC[N:18]([CH2:21]C)CC.C1C=CC(P(N=[N+]=[N-])(C2C=CC=CC=2)=[O:30])=CC=1.[CH2:40]([OH:47])[C:41]1[CH:46]=[CH:45][CH:44]=[CH:43][CH:42]=1. The catalyst is C1(C)C=CC=CC=1. The product is [C:21]([NH:18][C:5]1[C:6]2[C:11](=[CH:10][CH:9]=[CH:8][CH:7]=2)[CH:12]=[C:3]([O:2][CH3:1])[CH:4]=1)([O:47][CH2:40][C:41]1[CH:46]=[CH:45][CH:44]=[CH:43][CH:42]=1)=[O:30]. The yield is 1.00. (2) The reactants are [O:1]1[C:5]2[CH:6]=[CH:7][C:8]([C:10]([NH:12][NH2:13])=[O:11])=[CH:9][C:4]=2[CH2:3][CH2:2]1.[C:14](=S)=[S:15].C(N(CC)CC)C. The catalyst is C(O)C.C(OCC)(=O)C. The product is [O:1]1[C:5]2[CH:6]=[CH:7][C:8]([C:10]3[O:11][C:14]([SH:15])=[N:13][N:12]=3)=[CH:9][C:4]=2[CH2:3][CH2:2]1. The yield is 0.800. (3) The reactants are [CH3:1][O:2][C:3]([C:5]1([C:8]2[CH:13]=[CH:12][C:11]([OH:14])=[CH:10][CH:9]=2)[CH2:7][CH2:6]1)=[O:4].[C:15]([O:19][C:20](=[O:23])[CH:21]=[CH2:22])([CH3:18])([CH3:17])[CH3:16]. No catalyst specified. The product is [CH3:1][O:2][C:3]([C:5]1([C:8]2[CH:9]=[CH:10][C:11]([O:14][CH2:22][CH2:21][C:20]([O:19][C:15]([CH3:18])([CH3:17])[CH3:16])=[O:23])=[CH:12][CH:13]=2)[CH2:6][CH2:7]1)=[O:4]. The yield is 0.540. (4) The reactants are [C:1]([O:5][CH3:6])(=[O:4])[CH:2]=[CH2:3].[CH2:7]([NH2:9])[CH3:8]. The catalyst is CO. The product is [CH3:6][O:5][C:1](=[O:4])[CH2:2][CH2:3][NH:9][CH2:7][CH3:8]. The yield is 0.300. (5) The reactants are C[O:2][C:3](=O)[C:4]1[CH:9]=[CH:8][C:7]([C:10]([C:17]2[N:25]([S:26]([C:29]3[CH:34]=[CH:33][CH:32]=[CH:31][CH:30]=3)(=[O:28])=[O:27])[C:20]3=[N:21][CH:22]=[CH:23][CH:24]=[C:19]3[CH:18]=2)=[CH:11][CH:12]2[CH2:16][CH2:15][CH2:14][CH2:13]2)=[CH:6][CH:5]=1.[CH2:36]([Mg]Br)[CH3:37].O1CC[CH2:42][CH2:41]1. No catalyst specified. The product is [C:29]1([S:26]([N:25]2[C:20]3=[N:21][CH:22]=[CH:23][CH:24]=[C:19]3[CH:18]=[C:17]2[C:10]([C:7]2[CH:8]=[CH:9][C:4]([C:3]([OH:2])([CH2:36][CH3:37])[CH2:41][CH3:42])=[CH:5][CH:6]=2)=[CH:11][CH:12]2[CH2:13][CH2:14][CH2:15][CH2:16]2)(=[O:27])=[O:28])[CH:34]=[CH:33][CH:32]=[CH:31][CH:30]=1. The yield is 0.630.